The task is: Predict which catalyst facilitates the given reaction.. This data is from Catalyst prediction with 721,799 reactions and 888 catalyst types from USPTO. (1) Reactant: [CH3:1][C@H:2]([CH2:15][CH2:16][CH2:17][CH2:18][OH:19])[CH2:3][CH2:4][C:5]1[CH:10]=[CH:9][CH:8]=[CH:7][C:6]=1[C:11]([OH:14])([CH3:13])[CH3:12].C(N(CC)CC)C. Product: [CH3:1][C@H:2]([CH2:15][CH2:16][CH2:17][CH:18]=[O:19])[CH2:3][CH2:4][C:5]1[CH:10]=[CH:9][CH:8]=[CH:7][C:6]=1[C:11]([OH:14])([CH3:12])[CH3:13]. The catalyst class is: 764. (2) Reactant: [C:1]([N:4]1[C:8]2[CH:9]=[C:10]([CH3:13])[CH:11]=[CH:12][C:7]=2[NH:6][C:5]1=[O:14])([CH3:3])=[CH2:2].[Cl:15][C:16]1[CH:17]=[C:18]2[C:22](=[C:23]([CH2:25]O)[CH:24]=1)[N:21]([CH3:27])[C:20]([CH3:28])=[C:19]2[CH3:29].C1(P(C2C=CC=CC=2)C2C=CC=CC=2)C=CC=CC=1.CC(OC(/N=N/C(OC(C)C)=O)=O)C. Product: [Cl:15][C:16]1[CH:17]=[C:18]2[C:22](=[C:23]([CH2:25][N:6]3[C:7]4[CH:12]=[CH:11][C:10]([CH3:13])=[CH:9][C:8]=4[N:4]([C:1]([CH3:3])=[CH2:2])[C:5]3=[O:14])[CH:24]=1)[N:21]([CH3:27])[C:20]([CH3:28])=[C:19]2[CH3:29]. The catalyst class is: 56. (3) Product: [NH2:7][CH2:8][CH:9]1[CH2:10][N:11]([C:13]([C:15]2[C:23]3[C:18](=[N:19][CH:20]=[CH:21][CH:22]=3)[S:17][C:16]=2[NH:24][C:25]2[CH:30]=[CH:29][C:28]([I:31])=[CH:27][C:26]=2[F:32])=[O:14])[CH2:12]1. The catalyst class is: 34. Reactant: C(OC(=O)[NH:7][CH2:8][CH:9]1[CH2:12][N:11]([C:13]([C:15]2[C:23]3[C:18](=[N:19][CH:20]=[CH:21][CH:22]=3)[S:17][C:16]=2[NH:24][C:25]2[CH:30]=[CH:29][C:28]([I:31])=[CH:27][C:26]=2[F:32])=[O:14])[CH2:10]1)(C)(C)C.FC(F)(F)C(O)=O.C(=O)([O-])[O-].[Na+].[Na+]. (4) The catalyst class is: 115. Reactant: [OH:1][C:2]1[CH:9]=[CH:8][C:5]([CH:6]=[O:7])=[CH:4][CH:3]=1.Cl[CH2:11][C:12]1[C:21]2[C:16](=[CH:17][CH:18]=[CH:19][CH:20]=2)[N:15]=[C:14]([CH3:22])[CH:13]=1.C(=O)([O-])[O-].[K+].[K+]. Product: [CH3:22][C:14]1[CH:13]=[C:12]([CH2:11][O:1][C:2]2[CH:9]=[CH:8][C:5]([CH:6]=[O:7])=[CH:4][CH:3]=2)[C:21]2[C:16](=[CH:17][CH:18]=[CH:19][CH:20]=2)[N:15]=1. (5) Reactant: [I:1][C:2]1[CH:7]=[CH:6][C:5]([OH:8])=[C:4]([C:9]([F:12])([F:11])[F:10])[C:3]=1[C:13]([F:16])([F:15])[F:14].[C:17](=O)([O-])[O-].[K+].[K+].CI. Product: [I:1][C:2]1[CH:7]=[CH:6][C:5]([O:8][CH3:17])=[C:4]([C:9]([F:10])([F:11])[F:12])[C:3]=1[C:13]([F:14])([F:15])[F:16]. The catalyst class is: 5. (6) Reactant: [CH3:1][S:2]([N:5]1[C:13]2[C:8](=[CH:9][C:10]([N+:14]([O-])=O)=[CH:11][CH:12]=2)[CH:7]=[N:6]1)(=[O:4])=[O:3].C([O-])=O.[NH4+]. Product: [CH3:1][S:2]([N:5]1[C:13]2[C:8](=[CH:9][C:10]([NH2:14])=[CH:11][CH:12]=2)[CH:7]=[N:6]1)(=[O:3])=[O:4]. The catalyst class is: 29.